Dataset: Reaction yield outcomes from USPTO patents with 853,638 reactions. Task: Predict the reaction yield, written as a fraction of the theoretical maximum amount of product (1.0 means a 100% yield; for example, 0.34 means a 34% yield). (1) The product is [C:12]([O:11][C:5]1[CH:4]=[CH:3][C:2]([NH:1][CH2:19][C:18]2[C:21]([F:31])=[C:22]([F:30])[C:23]([C:26]([F:27])([F:29])[F:28])=[C:24]([F:25])[C:17]=2[F:16])=[CH:10][C:6]=1[C:7]([OH:9])=[O:8])(=[O:15])[CH2:13][CH3:14]. The reactants are [NH2:1][C:2]1[CH:3]=[CH:4][C:5]([O:11][C:12](=[O:15])[CH2:13][CH3:14])=[C:6]([CH:10]=1)[C:7]([OH:9])=[O:8].[F:16][C:17]1[C:24]([F:25])=[C:23]([C:26]([F:29])([F:28])[F:27])[C:22]([F:30])=[C:21]([F:31])[C:18]=1[CH2:19]Br. The yield is 0.510. The catalyst is [I-].C([N+](CCCC)(CCCC)CCCC)CCC.CN(C=O)C. (2) The reactants are [CH2:1]=O.[C:3]([BH3-])#[N:4].[Na+].N[CH:8]([CH2:23][CH:24]1[CH2:29][CH2:28][N:27]([C:30]([O:32][C:33]([CH3:36])([CH3:35])[CH3:34])=[O:31])[CH2:26][CH2:25]1)[CH2:9][CH:10]1[CH2:15][CH2:14][N:13]([C:16]([O:18][C:19]([CH3:22])([CH3:21])[CH3:20])=[O:17])[CH2:12][CH2:11]1.[OH-].[Na+]. The catalyst is C(#N)C.C(O)(=O)C. The product is [C:19]([O:18][C:16]([N:13]1[CH2:14][CH2:15][CH:10]([CH2:9][CH:8]([N:4]([CH3:3])[CH3:1])[CH2:23][CH:24]2[CH2:29][CH2:28][N:27]([C:30]([O:32][C:33]([CH3:36])([CH3:35])[CH3:34])=[O:31])[CH2:26][CH2:25]2)[CH2:11][CH2:12]1)=[O:17])([CH3:22])([CH3:21])[CH3:20]. The yield is 0.980. (3) The reactants are [NH2:1][C:2]1[CH:7]=[CH:6][CH:5]=[CH:4][C:3]=1[NH:8][C:9]([C:11]1[S:15][C:14]([N:16]2[CH2:21][CH2:20][N:19](C(OC(C)(C)C)=O)[CH2:18][CH2:17]2)=[N:13][CH:12]=1)=[O:10].Cl. The catalyst is O1CCOCC1. The product is [NH2:1][C:2]1[CH:7]=[CH:6][CH:5]=[CH:4][C:3]=1[NH:8][C:9]([C:11]1[S:15][C:14]([N:16]2[CH2:17][CH2:18][NH:19][CH2:20][CH2:21]2)=[N:13][CH:12]=1)=[O:10]. The yield is 0.660. (4) The reactants are [O:1]1[CH:6]=[CH:5][CH2:4][CH2:3][CH2:2]1.[Br:7][CH2:8][CH2:9][CH2:10][CH2:11][OH:12]. The catalyst is O.C1(C)C=CC(S(O)(=O)=O)=CC=1.ClCCl. The product is [Br:7][CH2:8][CH2:9][CH2:10][CH2:11][O:12][CH:6]1[CH2:5][CH2:4][CH2:3][CH2:2][O:1]1. The yield is 0.920. (5) The reactants are [NH2:1][C:2]1[CH:30]=[CH:29][C:5]([O:6][C:7]2[CH:12]=[CH:11][N:10]=[C:9]([NH:13][C:14]([N:16]3[CH2:21][CH2:20][CH:19]([N:22]4[CH2:27][CH2:26][N:25]([CH3:28])[CH2:24][CH2:23]4)[CH2:18][CH2:17]3)=[O:15])[CH:8]=2)=[CH:4][CH:3]=1.C12(CS(O)(=O)=O)C(C)(C)C(CC1)CC2=O.[C:46]1([CH2:52][C:53]([N:55]=[C:56]=[S:57])=[O:54])[CH:51]=[CH:50][CH:49]=[CH:48][CH:47]=1. The catalyst is C(O)C.C1(C)C=CC=CC=1. The product is [CH3:28][N:25]1[CH2:24][CH2:23][N:22]([CH:19]2[CH2:18][CH2:17][N:16]([C:14]([NH:13][C:9]3[CH:8]=[C:7]([O:6][C:5]4[CH:4]=[CH:3][C:2]([NH:1][C:56]([NH:55][C:53](=[O:54])[CH2:52][C:46]5[CH:47]=[CH:48][CH:49]=[CH:50][CH:51]=5)=[S:57])=[CH:30][CH:29]=4)[CH:12]=[CH:11][N:10]=3)=[O:15])[CH2:21][CH2:20]2)[CH2:27][CH2:26]1. The yield is 0.260.